From a dataset of NCI-60 drug combinations with 297,098 pairs across 59 cell lines. Regression. Given two drug SMILES strings and cell line genomic features, predict the synergy score measuring deviation from expected non-interaction effect. (1) Drug 1: C1=CC=C(C(=C1)C(C2=CC=C(C=C2)Cl)C(Cl)Cl)Cl. Drug 2: C1=NC2=C(N1)C(=S)N=CN2. Cell line: SNB-75. Synergy scores: CSS=19.4, Synergy_ZIP=-6.73, Synergy_Bliss=-0.592, Synergy_Loewe=-24.6, Synergy_HSA=-0.0879. (2) Drug 1: CCC1(CC2CC(C3=C(CCN(C2)C1)C4=CC=CC=C4N3)(C5=C(C=C6C(=C5)C78CCN9C7C(C=CC9)(C(C(C8N6C=O)(C(=O)OC)O)OC(=O)C)CC)OC)C(=O)OC)O.OS(=O)(=O)O. Drug 2: CC1=C(C(=O)C2=C(C1=O)N3CC4C(C3(C2COC(=O)N)OC)N4)N. Cell line: HT29. Synergy scores: CSS=23.8, Synergy_ZIP=0.452, Synergy_Bliss=7.05, Synergy_Loewe=-4.31, Synergy_HSA=5.89. (3) Drug 1: CNC(=O)C1=CC=CC=C1SC2=CC3=C(C=C2)C(=NN3)C=CC4=CC=CC=N4. Drug 2: C1CC(C1)(C(=O)O)C(=O)O.[NH2-].[NH2-].[Pt+2]. Cell line: NCI-H522. Synergy scores: CSS=37.5, Synergy_ZIP=-6.89, Synergy_Bliss=3.42, Synergy_Loewe=4.95, Synergy_HSA=4.85. (4) Drug 1: C1=CN(C(=O)N=C1N)C2C(C(C(O2)CO)O)O.Cl. Drug 2: B(C(CC(C)C)NC(=O)C(CC1=CC=CC=C1)NC(=O)C2=NC=CN=C2)(O)O. Cell line: 786-0. Synergy scores: CSS=39.2, Synergy_ZIP=-5.23, Synergy_Bliss=-1.02, Synergy_Loewe=-2.07, Synergy_HSA=-0.845.